Dataset: Forward reaction prediction with 1.9M reactions from USPTO patents (1976-2016). Task: Predict the product of the given reaction. (1) Given the reactants [NH2:1][CH2:2][CH2:3][CH:4]([OH:6])[CH3:5].[C:7](O[C:7]([O:9][C:10]([CH3:13])([CH3:12])[CH3:11])=[O:8])([O:9][C:10]([CH3:13])([CH3:12])[CH3:11])=[O:8], predict the reaction product. The product is: [OH:6][CH:4]([CH3:5])[CH2:3][CH2:2][NH:1][C:7](=[O:8])[O:9][C:10]([CH3:13])([CH3:12])[CH3:11]. (2) Given the reactants [F:1][C:2]1[CH:6]=[N:5][N:4]([CH3:7])[C:3]=1[C:8]1[CH:9]=[C:10]([NH2:16])[CH:11]=[CH:12][C:13]=1[O:14][CH3:15].[Cl:17][C:18]1[CH:23]=[CH:22][C:21]([N:24]=[C:25]=[O:26])=[CH:20][C:19]=1[C:27]([F:30])([F:29])[F:28], predict the reaction product. The product is: [Cl:17][C:18]1[CH:23]=[CH:22][C:21]([NH:24][C:25]([NH:16][C:10]2[CH:11]=[CH:12][C:13]([O:14][CH3:15])=[C:8]([C:3]3[N:4]([CH3:7])[N:5]=[CH:6][C:2]=3[F:1])[CH:9]=2)=[O:26])=[CH:20][C:19]=1[C:27]([F:28])([F:29])[F:30]. (3) Given the reactants [NH:1]1[C:10]2[C:5](=[CH:6][CH:7]=[CH:8][CH:9]=2)[C:4](=[O:11])[CH:3]=[CH:2]1.[H-].[Na+].CS(O[CH2:19][CH2:20][N:21]1[CH2:26][CH2:25][CH:24]([NH:27][C:28]([O:30][C:31]([CH3:34])([CH3:33])[CH3:32])=[O:29])[CH2:23][CH2:22]1)(=O)=O.FC1C=C2C(N=CC(=O)N2CCN2CCC(NC(=O)OC(C)(C)C)CC2)=CC=1, predict the reaction product. The product is: [O:11]=[C:4]1[C:5]2[C:10](=[CH:9][CH:8]=[CH:7][CH:6]=2)[N:1]([CH2:19][CH2:20][N:21]2[CH2:26][CH2:25][CH:24]([NH:27][C:28](=[O:29])[O:30][C:31]([CH3:34])([CH3:33])[CH3:32])[CH2:23][CH2:22]2)[CH:2]=[CH:3]1.